From a dataset of Peptide-MHC class I binding affinity with 185,985 pairs from IEDB/IMGT. Regression. Given a peptide amino acid sequence and an MHC pseudo amino acid sequence, predict their binding affinity value. This is MHC class I binding data. (1) The peptide sequence is ATSTRHPSK. The MHC is HLA-A11:01 with pseudo-sequence HLA-A11:01. The binding affinity (normalized) is 0.789. (2) The peptide sequence is MFAVGTWMM. The MHC is HLA-B18:01 with pseudo-sequence HLA-B18:01. The binding affinity (normalized) is 0.0847. (3) The peptide sequence is KSLIISFAF. The MHC is HLA-B58:01 with pseudo-sequence HLA-B58:01. The binding affinity (normalized) is 0.448. (4) The peptide sequence is ELIKELTTL. The MHC is HLA-A02:01 with pseudo-sequence HLA-A02:01. The binding affinity (normalized) is 0.547. (5) The peptide sequence is GLSASDVDM. The MHC is HLA-A02:01 with pseudo-sequence HLA-A02:01. The binding affinity (normalized) is 0.312. (6) The peptide sequence is AIIRILQQA. The MHC is HLA-A02:01 with pseudo-sequence HLA-A02:01. The binding affinity (normalized) is 0.422.